Dataset: Peptide-MHC class II binding affinity with 134,281 pairs from IEDB. Task: Regression. Given a peptide amino acid sequence and an MHC pseudo amino acid sequence, predict their binding affinity value. This is MHC class II binding data. (1) The peptide sequence is VWGQKYFKGNFERLA. The MHC is HLA-DPA10103-DPB10201 with pseudo-sequence HLA-DPA10103-DPB10201. The binding affinity (normalized) is 0.812. (2) The peptide sequence is VRNGKKLIPSWASVK. The MHC is HLA-DQA10201-DQB10402 with pseudo-sequence HLA-DQA10201-DQB10402. The binding affinity (normalized) is 0.342. (3) The peptide sequence is RVVHLYRNGKDQDGD. The MHC is HLA-DPA10201-DPB11401 with pseudo-sequence HLA-DPA10201-DPB11401. The binding affinity (normalized) is 0.157. (4) The peptide sequence is KNLIPSSASPWSWPD. The MHC is HLA-DQA10501-DQB10302 with pseudo-sequence HLA-DQA10501-DQB10302. The binding affinity (normalized) is 0.516. (5) The peptide sequence is GELQIVDKWDAAFKI. The MHC is DRB1_1501 with pseudo-sequence DRB1_1501. The binding affinity (normalized) is 0.570. (6) The peptide sequence is PNESYKKQVTIRIGC. The MHC is HLA-DQA10301-DQB10302 with pseudo-sequence HLA-DQA10301-DQB10302. The binding affinity (normalized) is 0.185. (7) The peptide sequence is AFPVAATAANAAPAN. The MHC is DRB1_0401 with pseudo-sequence DRB1_0401. The binding affinity (normalized) is 0.322. (8) The peptide sequence is MQRFAPLNSWPDNAS. The MHC is DRB1_1501 with pseudo-sequence DRB1_1501. The binding affinity (normalized) is 0.0742.